This data is from NCI-60 drug combinations with 297,098 pairs across 59 cell lines. The task is: Regression. Given two drug SMILES strings and cell line genomic features, predict the synergy score measuring deviation from expected non-interaction effect. (1) Cell line: SR. Drug 1: CC1=C(C(=CC=C1)Cl)NC(=O)C2=CN=C(S2)NC3=CC(=NC(=N3)C)N4CCN(CC4)CCO. Synergy scores: CSS=60.6, Synergy_ZIP=-0.792, Synergy_Bliss=-1.05, Synergy_Loewe=-14.4, Synergy_HSA=1.16. Drug 2: CC1=C(C(=O)C2=C(C1=O)N3CC4C(C3(C2COC(=O)N)OC)N4)N. (2) Drug 1: CC12CCC(CC1=CCC3C2CCC4(C3CC=C4C5=CN=CC=C5)C)O. Drug 2: C1=CC(=CC=C1C#N)C(C2=CC=C(C=C2)C#N)N3C=NC=N3. Cell line: SF-268. Synergy scores: CSS=8.65, Synergy_ZIP=4.31, Synergy_Bliss=11.0, Synergy_Loewe=6.38, Synergy_HSA=7.96. (3) Drug 1: C1=CN(C(=O)N=C1N)C2C(C(C(O2)CO)O)O.Cl. Drug 2: CCC1=C2CN3C(=CC4=C(C3=O)COC(=O)C4(CC)O)C2=NC5=C1C=C(C=C5)O. Cell line: HCT116. Synergy scores: CSS=70.1, Synergy_ZIP=-0.902, Synergy_Bliss=-2.53, Synergy_Loewe=-6.72, Synergy_HSA=0.633. (4) Drug 1: C1CC(C1)(C(=O)O)C(=O)O.[NH2-].[NH2-].[Pt+2]. Drug 2: CCC1(C2=C(COC1=O)C(=O)N3CC4=CC5=C(C=CC(=C5CN(C)C)O)N=C4C3=C2)O.Cl. Cell line: MOLT-4. Synergy scores: CSS=73.9, Synergy_ZIP=6.41, Synergy_Bliss=7.46, Synergy_Loewe=-1.85, Synergy_HSA=8.36.